Dataset: NCI-60 drug combinations with 297,098 pairs across 59 cell lines. Task: Regression. Given two drug SMILES strings and cell line genomic features, predict the synergy score measuring deviation from expected non-interaction effect. (1) Drug 1: CS(=O)(=O)C1=CC(=C(C=C1)C(=O)NC2=CC(=C(C=C2)Cl)C3=CC=CC=N3)Cl. Drug 2: CC1=C2C(C(=O)C3(C(CC4C(C3C(C(C2(C)C)(CC1OC(=O)C(C(C5=CC=CC=C5)NC(=O)C6=CC=CC=C6)O)O)OC(=O)C7=CC=CC=C7)(CO4)OC(=O)C)O)C)OC(=O)C. Cell line: CCRF-CEM. Synergy scores: CSS=57.5, Synergy_ZIP=12.6, Synergy_Bliss=10.0, Synergy_Loewe=-22.6, Synergy_HSA=9.87. (2) Drug 1: CC1=C(C(=O)C2=C(C1=O)N3CC4C(C3(C2COC(=O)N)OC)N4)N. Cell line: SN12C. Synergy scores: CSS=8.30, Synergy_ZIP=0.116, Synergy_Bliss=-0.117, Synergy_Loewe=-0.576, Synergy_HSA=1.17. Drug 2: C1C(C(OC1N2C=NC3=C2NC=NCC3O)CO)O.